This data is from Peptide-MHC class I binding affinity with 185,985 pairs from IEDB/IMGT. The task is: Regression. Given a peptide amino acid sequence and an MHC pseudo amino acid sequence, predict their binding affinity value. This is MHC class I binding data. (1) The peptide sequence is LQYAMSLL. The MHC is H-2-Kb with pseudo-sequence H-2-Kb. The binding affinity (normalized) is 0.694. (2) The peptide sequence is RRAARAEYL. The MHC is HLA-B44:02 with pseudo-sequence HLA-B44:02. The binding affinity (normalized) is 0. (3) The peptide sequence is YQLGDYFFV. The MHC is HLA-A02:01 with pseudo-sequence HLA-A02:01. The binding affinity (normalized) is 0.945.